Dataset: Full USPTO retrosynthesis dataset with 1.9M reactions from patents (1976-2016). Task: Predict the reactants needed to synthesize the given product. (1) Given the product [N:29]1[CH:34]=[CH:2][C:1]([C:5]2[N:6]=[C:7]([NH:10][C:11]([C:13]3[CH:28]=[CH:27][N:16]4[C:17](=[O:26])[C:18]([C:21]5[N:25]=[N:24][NH:23][N:22]=5)=[CH:19][N:20]=[C:15]4[CH:14]=3)=[O:12])[S:8][CH:9]=2)=[CH:3][CH:30]=1, predict the reactants needed to synthesize it. The reactants are: [C:1]([C:5]1[N:6]=[C:7]([NH:10][C:11]([C:13]2[CH:28]=[CH:27][N:16]3[C:17](=[O:26])[C:18]([C:21]4[N:22]=[N:23][NH:24][N:25]=4)=[CH:19][N:20]=[C:15]3[CH:14]=2)=[O:12])[S:8][CH:9]=1)(C)([CH3:3])[CH3:2].[N:29]1[CH:34]=CC(C2N=C(N)SC=2)=C[CH:30]=1. (2) Given the product [NH2:1][C:2]1[C:11]2[N:12]=[C:13]([CH2:25][CH2:26][CH3:27])[N:14]([CH2:15][CH2:16][CH2:17][O:18][NH:19][C:20](=[O:24])[CH:21]([CH3:23])[CH3:22])[C:10]=2[C:9]2[CH:8]=[CH:7][C:6]([C:29]3[CH:34]=[CH:33][CH:32]=[CH:31][CH:30]=3)=[CH:5][C:4]=2[N:3]=1, predict the reactants needed to synthesize it. The reactants are: [NH2:1][C:2]1[C:11]2[N:12]=[C:13]([CH2:25][CH2:26][CH3:27])[N:14]([CH2:15][CH2:16][CH2:17][O:18][NH:19][C:20](=[O:24])[CH:21]([CH3:23])[CH3:22])[C:10]=2[C:9]2[CH:8]=[CH:7][C:6](Br)=[CH:5][C:4]=2[N:3]=1.[C:29]1(B(O)O)[CH:34]=[CH:33][CH:32]=[CH:31][CH:30]=1.C1(P(C2C=CC=CC=2)C2C=CC=CC=2)C=CC=CC=1.C(=O)([O-])[O-].[Na+].[Na+]. (3) Given the product [F:15][C:16]([F:29])([F:28])[S:17]([O:7][C:3]1[CH2:4][CH2:5][CH2:6][C:1](=[O:8])[CH:2]=1)(=[O:19])=[O:18], predict the reactants needed to synthesize it. The reactants are: [C:1]1(=[O:8])[CH2:6][CH2:5][CH2:4][C:3](=[O:7])[CH2:2]1.C(=O)([O-])[O-].[Na+].[Na+].[F:15][C:16]([F:29])([F:28])[S:17](O[S:17]([C:16]([F:29])([F:28])[F:15])(=[O:19])=[O:18])(=[O:19])=[O:18]. (4) The reactants are: [CH3:1][N:2]([CH3:27])[C:3]([C:5]1[C:15]([CH2:16][CH2:17][C@@H:18](O)[C:19]2[CH:24]=[CH:23][CH:22]=[CH:21][CH:20]=2)=[C:14]([OH:26])[C:8]2[N:9]=[C:10]([CH3:13])[N:11]([CH3:12])[C:7]=2[CH:6]=1)=[O:4].CC(OC(/N=N/C(OC(C)C)=O)=O)C.C1(P(C2C=CC=CC=2)C2C=CC=CC=2)C=CC=CC=1.[Cl-].[NH4+]. Given the product [CH3:1][N:2]([CH3:27])[C:3]([C:5]1[C:15]2[CH2:16][CH2:17][C@@H:18]([C:19]3[CH:24]=[CH:23][CH:22]=[CH:21][CH:20]=3)[O:26][C:14]=2[C:8]2[N:9]=[C:10]([CH3:13])[N:11]([CH3:12])[C:7]=2[CH:6]=1)=[O:4], predict the reactants needed to synthesize it.